From a dataset of Forward reaction prediction with 1.9M reactions from USPTO patents (1976-2016). Predict the product of the given reaction. (1) The product is: [F:22][C:19]1[CH:18]=[CH:17][C:16]([C:10]2[C:9]3[C:13](=[CH:14][CH:15]=[C:7]([C:5]4[NH:6][C:25]([CH2:26][N:27]5[CH2:32][CH2:31][CH:30]([OH:33])[CH2:29][CH2:28]5)=[N:24][N:23]=4)[CH:8]=3)[NH:12][N:11]=2)=[CH:21][CH:20]=1. Given the reactants Cl.C(O[CH:5]([C:7]1[CH:8]=[C:9]2[C:13](=[CH:14][CH:15]=1)[NH:12][N:11]=[C:10]2[C:16]1[CH:21]=[CH:20][C:19]([F:22])=[CH:18][CH:17]=1)[NH2:6])C.[NH2:23][NH:24][C:25](=O)[CH2:26][N:27]1[CH2:32][CH2:31][CH:30]([OH:33])[CH2:29][CH2:28]1.C[O-].[Na+].Cl, predict the reaction product. (2) Given the reactants C[C:2](C)([O-:4])C.[K+].[CH2:7]([N:14]1[CH2:19][CH2:18][CH:17]([C:20](=[O:30])[CH2:21][CH2:22][CH2:23][C:24]2[CH:29]=[CH:28][CH:27]=[CH:26][CH:25]=2)[CH2:16][CH2:15]1)[C:8]1[CH:13]=[CH:12][CH:11]=[CH:10][CH:9]=1.C(OC)=O.O, predict the reaction product. The product is: [CH2:7]([N:14]1[CH2:19][CH2:18][CH:17]([C:20](=[O:30])[CH:21]([CH:2]=[O:4])[CH2:22][CH2:23][C:24]2[CH:25]=[CH:26][CH:27]=[CH:28][CH:29]=2)[CH2:16][CH2:15]1)[C:8]1[CH:9]=[CH:10][CH:11]=[CH:12][CH:13]=1. (3) Given the reactants [CH:1]([C:3]1[CH:4]=[C:5]2[C:9](=[CH:10][CH:11]=1)[NH:8][C:7]([C:12]([NH2:14])=[O:13])=[C:6]2[S:15][C:16]1[CH:21]=[CH:20][CH:19]=[CH:18][CH:17]=1)=O.[CH3:22][O:23][C:24]1[CH:25]=[C:26]([CH:28]=[CH:29][CH:30]=1)[NH2:27], predict the reaction product. The product is: [CH3:22][O:23][C:24]1[CH:25]=[C:26]([NH:27][CH2:1][C:3]2[CH:4]=[C:5]3[C:9](=[CH:10][CH:11]=2)[NH:8][C:7]([C:12]([NH2:14])=[O:13])=[C:6]3[S:15][C:16]2[CH:21]=[CH:20][CH:19]=[CH:18][CH:17]=2)[CH:28]=[CH:29][CH:30]=1. (4) Given the reactants CCN(C(C)C)C(C)C.C1C=CC2N(O)N=NC=2C=1.CCN=C=NCCCN(C)C.Cl.[C:32]([O:36][C:37]([N:39]1[CH2:44][CH2:43][NH:42][CH2:41][CH2:40]1)=[O:38])([CH3:35])([CH3:34])[CH3:33].[C:45]([C:47]1[CH:48]=[C:49]([CH:53]=[CH:54][CH:55]=1)[C:50](O)=[O:51])#[N:46], predict the reaction product. The product is: [C:32]([O:36][C:37]([N:39]1[CH2:44][CH2:43][N:42]([C:50](=[O:51])[C:49]2[CH:53]=[CH:54][CH:55]=[C:47]([C:45]#[N:46])[CH:48]=2)[CH2:41][CH2:40]1)=[O:38])([CH3:35])([CH3:33])[CH3:34]. (5) Given the reactants [Cl:1][C:2]1[CH:7]=[CH:6][N:5]=[C:4]([CH2:8][NH:9][C:10]2[O:11][C:12]3[C:18]([O:19][CH3:20])=[CH:17][C:16]([C:21]([OH:23])=O)=[CH:15][C:13]=3[N:14]=2)[CH:3]=1.[Si:24]([O:41][CH2:42][CH2:43][CH:44]1[NH:49][CH2:48][CH:47]([CH3:50])[O:46][CH2:45]1)([C:37]([CH3:40])([CH3:39])[CH3:38])([C:31]1[CH:36]=[CH:35][CH:34]=[CH:33][CH:32]=1)[C:25]1[CH:30]=[CH:29][CH:28]=[CH:27][CH:26]=1.C(N(CC)C(C)C)(C)C.CN(C(ON1N=NC2C=CC=NC1=2)=[N+](C)C)C.F[P-](F)(F)(F)(F)F, predict the reaction product. The product is: [Si:24]([O:41][CH2:42][CH2:43][CH:44]1[N:49]([C:21]([C:16]2[CH:17]=[C:18]([O:19][CH3:20])[C:12]3[O:11][C:10]([NH:9][CH2:8][C:4]4[CH:3]=[C:2]([Cl:1])[CH:7]=[CH:6][N:5]=4)=[N:14][C:13]=3[CH:15]=2)=[O:23])[CH2:48][CH:47]([CH3:50])[O:46][CH2:45]1)([C:37]([CH3:38])([CH3:39])[CH3:40])([C:25]1[CH:26]=[CH:27][CH:28]=[CH:29][CH:30]=1)[C:31]1[CH:36]=[CH:35][CH:34]=[CH:33][CH:32]=1.